Dataset: Catalyst prediction with 721,799 reactions and 888 catalyst types from USPTO. Task: Predict which catalyst facilitates the given reaction. (1) Reactant: [CH3:1][C:2]1[C:28]([CH3:29])=[CH:27][C:5]2[NH:6][C:7]([C:9]3[NH:10][N:11]=[C:12]4[C:17]=3[CH2:16][CH2:15][N:14]([C:18]3[CH:23]=[CH:22][C:21]([N+:24]([O-])=O)=[CH:20][N:19]=3)[CH2:13]4)=[N:8][C:4]=2[CH:3]=1.[H][H]. Product: [CH3:1][C:2]1[C:28]([CH3:29])=[CH:27][C:5]2[NH:6][C:7]([C:9]3[NH:10][N:11]=[C:12]4[C:17]=3[CH2:16][CH2:15][N:14]([C:18]3[N:19]=[CH:20][C:21]([NH2:24])=[CH:22][CH:23]=3)[CH2:13]4)=[N:8][C:4]=2[CH:3]=1. The catalyst class is: 29. (2) Reactant: [C:1]([O:5][C:6]([NH:8][CH2:9][C@H:10]1[CH2:15][CH2:14][C@H:13]([C:16]([NH:18][C@H:19]([C:37](=[O:50])[NH:38][C:39]2[CH:44]=[CH:43][C:42]([C:45]3[NH:49][N:48]=[N:47][N:46]=3)=[CH:41][CH:40]=2)[CH2:20][C:21]2[CH:22]=[C:23]([C:27]3[C:32]([CH3:33])=[CH:31][CH:30]=[C:29]([C:34](O)=[O:35])[CH:28]=3)[CH:24]=[CH:25][CH:26]=2)=[O:17])[CH2:12][CH2:11]1)=[O:7])([CH3:4])([CH3:3])[CH3:2].[NH2:51][CH:52]1[CH2:57][CH2:56][N:55]([C:58]([O:60][C:61]([CH3:64])([CH3:63])[CH3:62])=[O:59])[CH2:54][CH2:53]1.F[P-](F)(F)(F)(F)F.CN(C(ON1C2=NC=CC=C2N=N1)=[N+](C)C)C.C(N(CC)C(C)C)(C)C. Product: [C:1]([O:5][C:6]([NH:8][CH2:9][C@H:10]1[CH2:15][CH2:14][C@H:13]([C:16]([NH:18][C@H:19]([C:37](=[O:50])[NH:38][C:39]2[CH:40]=[CH:41][C:42]([C:45]3[NH:49][N:48]=[N:47][N:46]=3)=[CH:43][CH:44]=2)[CH2:20][C:21]2[CH:22]=[C:23]([C:27]3[C:32]([CH3:33])=[CH:31][CH:30]=[C:29]([C:34]([NH:51][CH:52]4[CH2:53][CH2:54][N:55]([C:58]([O:60][C:61]([CH3:64])([CH3:63])[CH3:62])=[O:59])[CH2:56][CH2:57]4)=[O:35])[CH:28]=3)[CH:24]=[CH:25][CH:26]=2)=[O:17])[CH2:12][CH2:11]1)=[O:7])([CH3:3])([CH3:2])[CH3:4]. The catalyst class is: 7. (3) Reactant: [CH3:1][O:2][C:3]1[CH:4]=[C:5]([C:11]2[O:12][C:13]3[C:18]([C:19](=[O:23])[C:20]=2[O:21][CH3:22])=[C:17]([OH:24])[CH:16]=[C:15]([O:25][CH3:26])[CH:14]=3)[CH:6]=[CH:7][C:8]=1[O:9][CH3:10].C(=O)([O-])[O-].[Ca+2].[I:32](Cl)(=O)=O.C([N+](C)(C)C)C1C=CC=CC=1. Product: [CH3:1][O:2][C:3]1[CH:4]=[C:5]([C:11]2[O:12][C:13]3[C:18]([C:19](=[O:23])[C:20]=2[O:21][CH3:22])=[C:17]([OH:24])[C:16]([I:32])=[C:15]([O:25][CH3:26])[CH:14]=3)[CH:6]=[CH:7][C:8]=1[O:9][CH3:10]. The catalyst class is: 98. (4) Reactant: [F:1][C:2]1[CH:3]=[C:4]([CH:7]=[CH:8][C:9]=1B1OC(C)(C)C(C)(C)O1)[C:5]#[N:6].Br[C:20]1[CH:25]=[CH:24][N:23]=[C:22]([CH3:26])[CH:21]=1.C(=O)([O-])[O-].[Na+].[Na+]. Product: [F:1][C:2]1[CH:3]=[C:4]([CH:7]=[CH:8][C:9]=1[C:20]1[CH:25]=[CH:24][N:23]=[C:22]([CH3:26])[CH:21]=1)[C:5]#[N:6]. The catalyst class is: 108. (5) Reactant: [CH:1]1([NH2:7])[CH2:6][CH2:5][CH2:4][CH2:3][CH2:2]1.C(N(CC)C(C)C)(C)C.[Cl:17][C:18]1[N:23]=[C:22](Cl)[C:21]([N+:25]([O-:27])=[O:26])=[CH:20][N:19]=1. Product: [Cl:17][C:18]1[N:23]=[C:22]([NH:7][CH:1]2[CH2:6][CH2:5][CH2:4][CH2:3][CH2:2]2)[C:21]([N+:25]([O-:27])=[O:26])=[CH:20][N:19]=1. The catalyst class is: 4. (6) Reactant: C[O:2][C:3](=[O:18])[C:4]1[CH:9]=[CH:8][C:7]([N+:10]([O-:12])=[O:11])=[C:6]([CH:13]([O:16][CH3:17])[O:14][CH3:15])[CH:5]=1. Product: [CH3:17][O:16][CH:13]([O:14][CH3:15])[C:6]1[CH:5]=[C:4]([CH:9]=[CH:8][C:7]=1[N+:10]([O-:12])=[O:11])[C:3]([OH:18])=[O:2]. The catalyst class is: 273.